Dataset: Full USPTO retrosynthesis dataset with 1.9M reactions from patents (1976-2016). Task: Predict the reactants needed to synthesize the given product. The reactants are: [CH2:1]([NH2:4])[CH2:2][CH3:3].[Cl:5][C:6]1[CH:11]=[C:10]([Cl:12])[CH:9]=[CH:8][C:7]=1[S:13]([NH:16][C:17]1[N:22]=[C:21](Cl)[C:20]([S:24][C:25]2[CH:30]=[CH:29][C:28]([S:31]([N:34]3[CH2:39][CH2:38][CH2:37][CH2:36][CH2:35]3)(=[O:33])=[O:32])=[CH:27][CH:26]=2)=[CH:19][N:18]=1)(=[O:15])=[O:14].CCOCC. Given the product [Cl:5][C:6]1[CH:11]=[C:10]([Cl:12])[CH:9]=[CH:8][C:7]=1[S:13]([NH:16][C:17]1[N:22]=[C:21]([NH:4][CH2:1][CH2:2][CH3:3])[C:20]([S:24][C:25]2[CH:30]=[CH:29][C:28]([S:31]([N:34]3[CH2:35][CH2:36][CH2:37][CH2:38][CH2:39]3)(=[O:33])=[O:32])=[CH:27][CH:26]=2)=[CH:19][N:18]=1)(=[O:14])=[O:15], predict the reactants needed to synthesize it.